Dataset: Peptide-MHC class II binding affinity with 134,281 pairs from IEDB. Task: Regression. Given a peptide amino acid sequence and an MHC pseudo amino acid sequence, predict their binding affinity value. This is MHC class II binding data. (1) The peptide sequence is KEEHSSTWHYDDENPYK. The MHC is DRB1_0301 with pseudo-sequence DRB1_0301. The binding affinity (normalized) is 0.793. (2) The peptide sequence is KSIIKARVVWKAIIE. The MHC is DRB1_1101 with pseudo-sequence DRB1_1101. The binding affinity (normalized) is 0.451. (3) The peptide sequence is LALVGFLGGLITGTS. The MHC is HLA-DQA10301-DQB10302 with pseudo-sequence HLA-DQA10301-DQB10302. The binding affinity (normalized) is 0.323. (4) The peptide sequence is DNEAYEMPSEEGYQD. The MHC is HLA-DQA10301-DQB10302 with pseudo-sequence HLA-DQA10301-DQB10302. The binding affinity (normalized) is 0.459. (5) The peptide sequence is AAATATTTVYGAFAA. The MHC is HLA-DPA10103-DPB10601 with pseudo-sequence HLA-DPA10103-DPB10601. The binding affinity (normalized) is 0.133. (6) The peptide sequence is FRQHINYVLARPKLR. The MHC is HLA-DPA10301-DPB10402 with pseudo-sequence HLA-DPA10301-DPB10402. The binding affinity (normalized) is 0.268. (7) The peptide sequence is PENAKEKPQEGTVVA. The MHC is DRB1_0401 with pseudo-sequence DRB1_0401. The binding affinity (normalized) is 0. (8) The peptide sequence is GAIWRIDPKKPLKGP. The MHC is HLA-DPA10201-DPB10501 with pseudo-sequence HLA-DPA10201-DPB10501. The binding affinity (normalized) is 0.211.